The task is: Binary Classification. Given a T-cell receptor sequence (or CDR3 region) and an epitope sequence, predict whether binding occurs between them.. This data is from TCR-epitope binding with 47,182 pairs between 192 epitopes and 23,139 TCRs. (1) The epitope is YLQPRTFLL. The TCR CDR3 sequence is CASSNSFGYTF. Result: 1 (the TCR binds to the epitope). (2) The epitope is FQPTNGVGY. The TCR CDR3 sequence is CSAPSYRDRDNSPLHF. Result: 0 (the TCR does not bind to the epitope).